Dataset: Reaction yield outcomes from USPTO patents with 853,638 reactions. Task: Predict the reaction yield, written as a fraction of the theoretical maximum amount of product (1.0 means a 100% yield; for example, 0.34 means a 34% yield). (1) The reactants are [CH2:1]([N:8]1[C:16]2[C:11](=[CH:12][CH:13]=[C:14]([OH:17])[CH:15]=2)[C:10]([C:18]([NH:20][CH2:21][C:22]2[CH:27]=[CH:26][C:25]([F:28])=[C:24]([F:29])[CH:23]=2)=[O:19])=[C:9]1[CH:30]([CH3:32])[CH3:31])[C:2]1[CH:7]=[CH:6][CH:5]=[CH:4][CH:3]=1.[CH3:33][N:34]([CH3:38])[C:35](Cl)=[O:36]. The catalyst is N1C=CC=CC=1. The product is [CH3:33][N:34]([CH3:38])[C:35](=[O:36])[O:17][C:14]1[CH:15]=[C:16]2[C:11]([C:10]([C:18](=[O:19])[NH:20][CH2:21][C:22]3[CH:27]=[CH:26][C:25]([F:28])=[C:24]([F:29])[CH:23]=3)=[C:9]([CH:30]([CH3:32])[CH3:31])[N:8]2[CH2:1][C:2]2[CH:7]=[CH:6][CH:5]=[CH:4][CH:3]=2)=[CH:12][CH:13]=1. The yield is 0.820. (2) The reactants are CC1(C)[O:6][C:5](=[CH:7][C:8]([N:10]([CH2:13][C:14]2[CH:19]=[CH:18][C:17]([F:20])=[CH:16][C:15]=2[C:21]([F:24])([F:23])[F:22])[O:11][CH3:12])=[O:9])[C:4](=[O:25])O1.[CH2:27]=O.[NH2:29][CH2:30][CH2:31][N:32]1[CH2:37][CH2:36][O:35][CH2:34][CH2:33]1. The catalyst is CO. The product is [F:20][C:17]1[CH:18]=[CH:19][C:14]([CH2:13][N:10]([O:11][CH3:12])[C:8]([C:7]2[CH2:27][N:29]([CH2:30][CH2:31][N:32]3[CH2:37][CH2:36][O:35][CH2:34][CH2:33]3)[C:4](=[O:25])[C:5]=2[OH:6])=[O:9])=[C:15]([C:21]([F:22])([F:23])[F:24])[CH:16]=1. The yield is 0.500. (3) The reactants are [CH3:1][N:2]([CH2:10][CH2:11][N:12]1[CH2:17][CH2:16][C:15](=[O:18])[CH2:14][CH2:13]1)[C:3](=[O:9])[O:4][C:5]([CH3:8])([CH3:7])[CH3:6].C[Si]([N-][Si](C)(C)C)(C)C.[Li+].C1(N[S:36]([C:39]([F:42])([F:41])[F:40])(=[O:38])=[O:37])C=CC=CC=1. The product is [F:40][C:39]([F:42])([F:41])[S:36]([O:18][C:15]1[CH2:16][CH2:17][N:12]([CH2:11][CH2:10][N:2]([C:3]([O:4][C:5]([CH3:8])([CH3:6])[CH3:7])=[O:9])[CH3:1])[CH2:13][CH:14]=1)(=[O:38])=[O:37]. The catalyst is C1COCC1. The yield is 0.900. (4) The reactants are Br[C:2]1[CH:11]=[C:10]([CH3:12])[CH:9]=[CH:8][C:3]=1[C:4]([O:6][CH3:7])=[O:5].[K+].[CH:14]([B-](F)(F)F)=[CH2:15]. The catalyst is C(O)CC.C1C=CC(P(C2C=CC=CC=2)[C-]2C=CC=C2)=CC=1.C1C=CC(P(C2C=CC=CC=2)[C-]2C=CC=C2)=CC=1.Cl[Pd]Cl.[Fe+2]. The product is [CH:14]([C:2]1[CH:11]=[C:10]([CH3:12])[CH:9]=[CH:8][C:3]=1[C:4]([O:6][CH3:7])=[O:5])=[CH2:15]. The yield is 0.600.